Dataset: Forward reaction prediction with 1.9M reactions from USPTO patents (1976-2016). Task: Predict the product of the given reaction. (1) Given the reactants [CH3:1][C:2]1([CH3:13])[C@H:7]2[CH2:8][C@@H:3]1[CH2:4][CH2:5][C@H:6]2[CH2:9][C:10](Cl)=[O:11].[NH2:14][N:15]1[C:24](=[O:25])[C:23]2[C:18](=[CH:19][CH:20]=[CH:21][CH:22]=2)[N:17]=[C:16]1[C:26]([F:29])([F:28])[F:27], predict the reaction product. The product is: [CH3:1][C:2]1([CH3:13])[C@H:7]2[CH2:8][C@@H:3]1[CH2:4][CH2:5][C@H:6]2[CH2:9][C:10]([NH:14][N:15]1[C:24](=[O:25])[C:23]2[C:18](=[CH:19][CH:20]=[CH:21][CH:22]=2)[N:17]=[C:16]1[C:26]([F:28])([F:27])[F:29])=[O:11]. (2) Given the reactants [Cl:1][C:2]1[CH:7]=[CH:6][C:5]([C:8](=[O:27])[CH2:9][CH2:10][C:11]2[CH:16]=[CH:15][C:14]([S:17]([N:20]3[CH2:25][CH2:24][CH:23]([OH:26])[CH2:22][CH2:21]3)(=[O:19])=[O:18])=[CH:13][CH:12]=2)=[C:4]([NH:28][C:29]2[CH:34]=[CH:33][CH:32]=[CH:31][CH:30]=2)[CH:3]=1.[O:35]=[C:36]([CH3:40])[C:37](Cl)=[O:38], predict the reaction product. The product is: [Cl:1][C:2]1[CH:7]=[CH:6][C:5]([C:8](=[O:27])[CH2:9][CH2:10][C:11]2[CH:12]=[CH:13][C:14]([S:17]([N:20]3[CH2:21][CH2:22][CH:23]([OH:26])[CH2:24][CH2:25]3)(=[O:19])=[O:18])=[CH:15][CH:16]=2)=[C:4]([N:28]([C:29]2[CH:30]=[CH:31][CH:32]=[CH:33][CH:34]=2)[C:37](=[O:38])[C:36](=[O:35])[CH3:40])[CH:3]=1. (3) Given the reactants Cl[C:2]1[CH:7]=[C:6]([C:8]2[CH:13]=[CH:12][CH:11]=[CH:10][N:9]=2)[N:5]=[C:4]([C:14]2[CH:19]=[CH:18][CH:17]=[CH:16][N:15]=2)[N:3]=1.[Cl:20][C:21]1[CH:27]=[CH:26][C:25]([O:28][CH3:29])=[CH:24][C:22]=1[NH2:23], predict the reaction product. The product is: [Cl:20][C:21]1[CH:27]=[CH:26][C:25]([O:28][CH3:29])=[CH:24][C:22]=1[NH:23][C:2]1[CH:7]=[C:6]([C:8]2[CH:13]=[CH:12][CH:11]=[CH:10][N:9]=2)[N:5]=[C:4]([C:14]2[CH:19]=[CH:18][CH:17]=[CH:16][N:15]=2)[N:3]=1. (4) Given the reactants Cl.[F:2][C:3]1[CH:22]=[C:21]([S:23]([CH3:26])(=[O:25])=[O:24])[CH:20]=[CH:19][C:4]=1[O:5][C@H:6]1[C@@H:10]([OH:11])[CH2:9][N:8]([CH:12]2[CH2:17][CH2:16][NH:15][CH2:14][CH2:13]2)[C:7]1=[O:18].[Cl:27][C:28]1[CH:33]=[N:32][C:31](Cl)=[CH:30][N:29]=1.CCN(C(C)C)C(C)C, predict the reaction product. The product is: [Cl:27][C:28]1[N:29]=[CH:30][C:31]([N:15]2[CH2:14][CH2:13][CH:12]([N:8]3[CH2:9][C@H:10]([OH:11])[C@H:6]([O:5][C:4]4[CH:19]=[CH:20][C:21]([S:23]([CH3:26])(=[O:25])=[O:24])=[CH:22][C:3]=4[F:2])[C:7]3=[O:18])[CH2:17][CH2:16]2)=[N:32][CH:33]=1. (5) Given the reactants [Cl:1][C:2]1[CH:7]=[CH:6][C:5]([S:8]([CH:11]([CH3:13])[CH3:12])(=[O:10])=[O:9])=[CH:4][CH:3]=1.[N+:14]([O-])([O-:16])=[O:15].[K+], predict the reaction product. The product is: [Cl:1][C:2]1[CH:7]=[CH:6][C:5]([S:8]([CH:11]([CH3:13])[CH3:12])(=[O:10])=[O:9])=[CH:4][C:3]=1[N+:14]([O-:16])=[O:15]. (6) Given the reactants [CH2:1]([O:3][C:4](=[O:43])[CH2:5][O:6][C:7]1[CH:12]=[CH:11][C:10]([C:13]2([NH:16][C:17]3[N:22]=[C:21]([O:23][CH2:24][C:25]([F:28])([F:27])[F:26])[N:20]=[C:19]([NH:29][C:30]4[CH:42]=[CH:41][C:33]([C:34]([O:36]C(C)(C)C)=[O:35])=[CH:32][CH:31]=4)[N:18]=3)[CH2:15][CH2:14]2)=[CH:9][CH:8]=1)[CH3:2].Cl.O1CCOCC1, predict the reaction product. The product is: [CH2:1]([O:3][C:4](=[O:43])[CH2:5][O:6][C:7]1[CH:12]=[CH:11][C:10]([C:13]2([NH:16][C:17]3[N:22]=[C:21]([O:23][CH2:24][C:25]([F:28])([F:26])[F:27])[N:20]=[C:19]([NH:29][C:30]4[CH:42]=[CH:41][C:33]([C:34]([OH:36])=[O:35])=[CH:32][CH:31]=4)[N:18]=3)[CH2:14][CH2:15]2)=[CH:9][CH:8]=1)[CH3:2]. (7) Given the reactants FC(F)(F)S(O)(=O)=O.[F:9][C:10]([F:20])([F:19])[C:11]1[CH:16]=[CH:15][C:14]([O:17][CH3:18])=[CH:13][CH:12]=1.[C:21](OC(=O)C)(=[O:23])[CH3:22], predict the reaction product. The product is: [CH3:18][O:17][C:14]1[CH:13]=[CH:12][C:11]([C:10]([F:19])([F:20])[F:9])=[CH:16][C:15]=1[C:21](=[O:23])[CH3:22]. (8) Given the reactants [H-].[Na+].[CH3:3][C:4]1([OH:9])[CH2:8][CH2:7][O:6][CH2:5]1.[N:10]1[CH:15]=[CH:14][CH:13]=[CH:12][C:11]=1[O:16][C:17](=O)[O:18]C1C=CC=CN=1, predict the reaction product. The product is: [C:17](=[O:18])([O:16][C:11]1[CH:12]=[CH:13][CH:14]=[CH:15][N:10]=1)[O:9][C:4]1([CH3:3])[CH2:8][CH2:7][O:6][CH2:5]1. (9) Given the reactants [NH2:1][C@H:2]([CH:5]=[CH2:6])[CH2:3][OH:4].CCN(CC)CC.[Cl:14][C:15]1[CH:20]=[C:19]([F:21])[CH:18]=[CH:17][C:16]=1[S:22](Cl)(=[O:24])=[O:23], predict the reaction product. The product is: [Cl:14][C:15]1[CH:20]=[C:19]([F:21])[CH:18]=[CH:17][C:16]=1[S:22]([NH:1][C@@H:2]([CH2:3][OH:4])[CH:5]=[CH2:6])(=[O:24])=[O:23].